Dataset: Catalyst prediction with 721,799 reactions and 888 catalyst types from USPTO. Task: Predict which catalyst facilitates the given reaction. Reactant: [C:1]([O:5][C:6]([N:8]1[CH2:13][CH2:12][CH:11]([O:14][C:15]2[CH:20]=[CH:19][C:18]([NH:21][CH2:22]/[CH:23]=[CH:24]/[C:25]3[CH:26]=[C:27]([CH:30]=[CH:31][CH:32]=3)[C:28]#[N:29])=[CH:17][CH:16]=2)[CH2:10][CH2:9]1)=[O:7])([CH3:4])([CH3:3])[CH3:2].C(=O)([O-])[O-].[K+].[K+].Br[CH:40]([CH2:46][CH3:47])[C:41]([O:43][CH2:44][CH3:45])=[O:42].O. Product: [C:1]([O:5][C:6]([N:8]1[CH2:13][CH2:12][CH:11]([O:14][C:15]2[CH:20]=[CH:19][C:18]([N:21]([CH2:47][CH2:46][CH2:40][C:41]([O:43][CH2:44][CH3:45])=[O:42])[CH2:22]/[CH:23]=[CH:24]/[C:25]3[CH:32]=[CH:31][CH:30]=[C:27]([C:28]#[N:29])[CH:26]=3)=[CH:17][CH:16]=2)[CH2:10][CH2:9]1)=[O:7])([CH3:4])([CH3:2])[CH3:3]. The catalyst class is: 9.